Dataset: Catalyst prediction with 721,799 reactions and 888 catalyst types from USPTO. Task: Predict which catalyst facilitates the given reaction. (1) Reactant: [CH3:1][O:2][C:3]1[CH:8]=[CH:7][C:6]([CH:9](O)[CH:10]=[CH2:11])=[CH:5][CH:4]=1.S(Cl)([Cl:15])=O. Product: [Cl:15][CH2:11]/[CH:10]=[CH:9]/[C:6]1[CH:7]=[CH:8][C:3]([O:2][CH3:1])=[CH:4][CH:5]=1. The catalyst class is: 27. (2) Reactant: [C:1]([CH:4]1[CH2:9][CH2:8][N:7]([C:10]([O:12][C:13]([CH3:16])([CH3:15])[CH3:14])=[O:11])[CH2:6][CH2:5]1)(=[NH:3])[NH2:2].[S:17]1[C:21]2[CH:22]=[CH:23][CH:24]=[CH:25][C:20]=2[N:19]=[C:18]1[CH:26]([C:32](OCC)=[O:33])[C:27](OCC)=[O:28]. Product: [S:17]1[C:21]2[CH:22]=[CH:23][CH:24]=[CH:25][C:20]=2[N:19]=[C:18]1[C:26]1[C:32]([OH:33])=[N:3][C:1]([CH:4]2[CH2:9][CH2:8][N:7]([C:10]([O:12][C:13]([CH3:16])([CH3:15])[CH3:14])=[O:11])[CH2:6][CH2:5]2)=[N:2][C:27]=1[OH:28]. The catalyst class is: 11.